From a dataset of Full USPTO retrosynthesis dataset with 1.9M reactions from patents (1976-2016). Predict the reactants needed to synthesize the given product. (1) Given the product [CH:13]([NH:16][CH2:2][C:3]1[CH:12]=[CH:11][C:6]([C:7]([O:9][CH3:10])=[O:8])=[CH:5][CH:4]=1)([CH3:15])[CH3:14], predict the reactants needed to synthesize it. The reactants are: Br[CH2:2][C:3]1[CH:12]=[CH:11][C:6]([C:7]([O:9][CH3:10])=[O:8])=[CH:5][CH:4]=1.[CH:13]([NH2:16])([CH3:15])[CH3:14]. (2) Given the product [C:4]([O:6][CH2:11][C:12](=[O:13])[N:14]([CH2:17][CH3:18])[CH2:15][CH3:16])(=[O:5])/[CH:3]=[CH:2]/[C:1]([O:8][CH3:9])=[O:7], predict the reactants needed to synthesize it. The reactants are: [C:1]([O:8][CH3:9])(=[O:7])/[CH:2]=[CH:3]/[C:4]([OH:6])=[O:5].Cl[CH2:11][C:12]([N:14]([CH2:17][CH3:18])[CH2:15][CH3:16])=[O:13]. (3) Given the product [C:1]([O:5][C:6]([NH:8][C:9]1[CH:14]=[C:13]([C:15]#[C:16][C:19]2[CH:24]=[CH:23][CH:22]=[CH:21][CH:20]=2)[CH:12]=[CH:11][C:10]=1[F:17])=[O:7])([CH3:4])([CH3:3])[CH3:2], predict the reactants needed to synthesize it. The reactants are: [C:1]([O:5][C:6]([NH:8][C:9]1[CH:14]=[C:13]([C:15]#[CH:16])[CH:12]=[CH:11][C:10]=1[F:17])=[O:7])([CH3:4])([CH3:3])[CH3:2].I[C:19]1[CH:24]=[CH:23][CH:22]=[CH:21][CH:20]=1.